Dataset: Full USPTO retrosynthesis dataset with 1.9M reactions from patents (1976-2016). Task: Predict the reactants needed to synthesize the given product. (1) Given the product [OH:38][CH2:39][CH2:40][N:41]1[C:45]([CH3:46])=[C:44]([C:47]([O:49][CH2:50][CH3:51])=[O:48])[CH:43]=[N:42]1.[CH3:8][O:9][CH2:22][CH2:21][N:25]1[C:29]([CH3:30])=[C:28]([C:31]([O:33][CH2:34][CH3:35])=[O:32])[CH:27]=[N:26]1, predict the reactants needed to synthesize it. The reactants are: CCN(/C=C(/C(OCC)=O)\[C:8](C)=[O:9])CC.OCCNN.[C:21]([N:25]1[C:29]([CH3:30])=[C:28]([C:31]([O:33][CH2:34][CH3:35])=[O:32])[CH:27]=[N:26]1)(C)(C)[CH3:22].[H-].[Na+].[OH:38][CH2:39][CH2:40][N:41]1[C:45]([CH3:46])=[C:44]([C:47]([O:49][CH2:50][CH3:51])=[O:48])[CH:43]=[N:42]1.CI. (2) Given the product [C:1]1([CH:7]([C:9]2[CH:14]=[CH:13][CH:12]=[CH:11][N:10]=2)[OH:8])[CH:2]=[CH:3][CH:4]=[CH:5][CH:6]=1, predict the reactants needed to synthesize it. The reactants are: [C:1]1([C:7]([C:9]2[CH:14]=[CH:13][CH:12]=[CH:11][N:10]=2)=[O:8])[CH:6]=[CH:5][CH:4]=[CH:3][CH:2]=1.[BH4-].[Na+]. (3) Given the product [Cl:1][C:2]1[C:6]([Cl:7])=[C:5]([CH3:8])[NH:4][C:3]=1[C:9]([NH:11][CH:12]1[CH2:13][N:14]([C:16]2[S:17][C:18]([C:21]([NH:41][O:40][CH3:36])=[O:22])=[C:19]([CH3:59])[N:20]=2)[CH2:15]1)=[O:10], predict the reactants needed to synthesize it. The reactants are: [Cl:1][C:2]1[C:6]([Cl:7])=[C:5]([CH3:8])[NH:4][C:3]=1[C:9]([NH:11][CH:12]1[CH2:15][N:14]([C:16]2[S:17][C:18]([C:21](O)=[O:22])=[CH:19][N:20]=2)[CH2:13]1)=[O:10].C(N(C(C)C)CC)(C)C.CN([C:36]([O:40][N:41]1N=NC2C=CC=NC1=2)=[N+](C)C)C.F[P-](F)(F)(F)(F)F.Cl.O(N)[CH3:59].